Dataset: Forward reaction prediction with 1.9M reactions from USPTO patents (1976-2016). Task: Predict the product of the given reaction. (1) The product is: [OH:16][CH2:15][C@H:10]1[C@H:9]([NH:8][C:6](=[O:7])[O:5][C:1]([CH3:3])([CH3:2])[CH3:4])[CH2:14][CH2:13][O:12][CH2:11]1. Given the reactants [C:1]([O:5][C:6]([NH:8][C@@H:9]1[CH2:14][CH2:13][O:12][CH2:11][C@H:10]1[C:15](OCC)=[O:16])=[O:7])([CH3:4])([CH3:3])[CH3:2].[H-].[H-].[H-].[H-].[Li+].[Al+3].O.[OH-].[Na+], predict the reaction product. (2) Given the reactants [Cl:1][C:2]1[CH:10]=[C:9]2[C:5]([C:6]([CH:11]=O)=[CH:7][NH:8]2)=[CH:4][CH:3]=1.[CH:13]([NH2:15])=O.[BH4-].[Na+].[C-]#N.[K+], predict the reaction product. The product is: [Cl:1][C:2]1[CH:10]=[C:9]2[C:5]([C:6]([CH2:11][C:13]#[N:15])=[CH:7][NH:8]2)=[CH:4][CH:3]=1. (3) Given the reactants Cl[C:2]1[C:11]2[C:6](=CC=C(OC(F)(F)F)[CH:10]=2)[N:5]=[C:4]([N:17]2[CH2:23][C:22]3[CH:24]=[CH:25][CH:26]=[CH:27][C:21]=3[S:20](=[O:29])(=[O:28])[CH2:19][CH2:18]2)[CH:3]=1.C([N:32](CC)CC)C.[N:37]([C:40]1[CH:45]=[CH:44][CH:43]=[CH:42][CH:41]=1)=[C:38]=[O:39].O1[CH2:50][CH2:49][CH2:48][CH2:47]1, predict the reaction product. The product is: [O:29]=[S:20]1(=[O:28])[C:21]2[CH:27]=[CH:26][CH:25]=[CH:24][C:22]=2[CH2:23][N:17]([C:4]2[CH:3]=[C:2]([NH:32][C:38]([NH:37][C:40]3[CH:45]=[CH:44][CH:43]=[CH:42][CH:41]=3)=[O:39])[C:50]3[C:6](=[CH:11][CH:10]=[C:48]([CH3:47])[CH:49]=3)[N:5]=2)[CH2:18][CH2:19]1. (4) The product is: [C:21]1([NH:27][C:28](=[O:29])[NH:1][C:2]2[CH:20]=[CH:19][C:5]([O:6][C:7]3[CH:12]=[N:11][CH:10]=[C:9]4[S:13][C:14]([C:16]([NH2:18])=[O:17])=[CH:15][C:8]=34)=[CH:4][CH:3]=2)[CH:26]=[CH:25][CH:24]=[CH:23][CH:22]=1. Given the reactants [NH2:1][C:2]1[CH:20]=[CH:19][C:5]([O:6][C:7]2[CH:12]=[N:11][CH:10]=[C:9]3[S:13][C:14]([C:16]([NH2:18])=[O:17])=[CH:15][C:8]=23)=[CH:4][CH:3]=1.[C:21]1([N:27]=[C:28]=[O:29])[CH:26]=[CH:25][CH:24]=[CH:23][CH:22]=1.C(Cl)Cl, predict the reaction product. (5) Given the reactants [ClH:1].Cl.C[C@H]1N[C@@H](C)CN(CC(C2(O)CCCCC2)[C:13]2[CH:18]=[CH:17][C:16]([O:19][C:20]([F:23])([F:22])[F:21])=[CH:15][CH:14]=2)C1.[CH3:31][C@H:32]1[NH:37][C@@H:36]([CH3:38])[CH2:35][N:34]([C:39](=O)[CH:40](C2(O)CCCCC2)[C:41]2[CH:46]=[CH:45][C:44]([O:47]C(F)(F)F)=[CH:43][CH:42]=2)[CH2:33]1, predict the reaction product. The product is: [ClH:1].[ClH:1].[CH3:38][C@H:36]1[NH:37][C@@H:32]([CH3:31])[CH2:33][N:34]([CH:39]2[CH2:40][CH2:41][CH2:46][CH2:45][C:44]2([CH2:43][CH2:42][C:13]2[CH:14]=[CH:15][C:16]([O:19][C:20]([F:21])([F:23])[F:22])=[CH:17][CH:18]=2)[OH:47])[CH2:35]1. (6) Given the reactants O[C:2]1[C:11]2[C:6](=[N:7][CH:8]=[CH:9][CH:10]=2)[N:5]([C:12]2[CH:17]=[CH:16][CH:15]=[C:14]([O:18][C:19]([F:22])([F:21])[F:20])[CH:13]=2)[C:4](=[O:23])[C:3]=1[C:24](=O)[CH2:25][C:26]1[CH:30]=[CH:29][S:28][CH:27]=1.O.[NH2:33][NH2:34].C(=O)([O-])O.[Na+], predict the reaction product. The product is: [S:28]1[CH:29]=[CH:30][C:26]([CH2:25][C:24]2[C:3]3[C:4](=[O:23])[N:5]([C:12]4[CH:17]=[CH:16][CH:15]=[C:14]([O:18][C:19]([F:20])([F:21])[F:22])[CH:13]=4)[C:6]4[N:7]=[CH:8][CH:9]=[CH:10][C:11]=4[C:2]=3[NH:34][N:33]=2)=[CH:27]1. (7) Given the reactants [Br:1]N1C(=O)CCC1=O.[Cl:9][C:10]1[C:15]2[CH2:16][O:17][C@H:18]3[CH2:23][CH2:22][NH:21][CH2:20][C@H:19]3[C:14]=2[CH:13]=[CH:12][CH:11]=1.O.C(Cl)Cl, predict the reaction product. The product is: [Br:1][C:13]1[C:14]2[C@@H:19]3[CH2:20][NH:21][CH2:22][CH2:23][C@@H:18]3[O:17][CH2:16][C:15]=2[C:10]([Cl:9])=[CH:11][CH:12]=1. (8) Given the reactants [C:1]([O:5][C:6]([N:8]1[CH2:11][CH2:10][C@H:9]1[CH2:12][O:13][C:14]1[CH:15]=[C:16]([C:20]#[C:21][C:22]2[CH:23]=[C:24]([CH2:28][OH:29])[CH:25]=[CH:26][CH:27]=2)[CH:17]=[N:18][CH:19]=1)=[O:7])([CH3:4])([CH3:3])[CH3:2].CCOC(C)=O.CCCCCC, predict the reaction product. The product is: [C:1]([O:5][C:6]([N:8]1[CH2:11][CH2:10][C@H:9]1[CH2:12][O:13][C:14]1[CH:15]=[C:16]([CH2:20][CH2:21][C:22]2[CH:23]=[C:24]([CH2:28][OH:29])[CH:25]=[CH:26][CH:27]=2)[CH:17]=[N:18][CH:19]=1)=[O:7])([CH3:4])([CH3:2])[CH3:3].